This data is from Forward reaction prediction with 1.9M reactions from USPTO patents (1976-2016). The task is: Predict the product of the given reaction. (1) Given the reactants Br[C:2]1[N:7]=[C:6]([C:8]([F:11])([F:10])[F:9])[C:5]([Cl:12])=[CH:4][CH:3]=1.[OH:13][CH2:14][CH2:15][C:16]1[CH:21]=[CH:20][C:19]([OH:22])=[CH:18][CH:17]=1.C([O-])([O-])=O.[K+].[K+], predict the reaction product. The product is: [Cl:12][C:5]1[CH:4]=[CH:3][C:2]([O:22][C:19]2[CH:20]=[CH:21][C:16]([CH2:15][CH2:14][OH:13])=[CH:17][CH:18]=2)=[N:7][C:6]=1[C:8]([F:11])([F:10])[F:9]. (2) Given the reactants [Br:1][C:2]1[CH:7]=[C:6]([Cl:8])[CH:5]=[C:4]([Cl:9])[C:3]=1[OH:10].C(=O)([O-])[O-].[K+].[K+].Cl[C:18]1[N:22]([CH3:23])[C:21]2[C:24]([CH:29]([CH2:32][CH3:33])[CH2:30][CH3:31])=[CH:25][CH:26]=[C:27]([Cl:28])[C:20]=2[N:19]=1, predict the reaction product. The product is: [Br:1][C:2]1[CH:7]=[C:6]([Cl:8])[CH:5]=[C:4]([Cl:9])[C:3]=1[O:10][C:18]1[N:22]([CH3:23])[C:21]2[C:24]([CH:29]([CH2:32][CH3:33])[CH2:30][CH3:31])=[CH:25][CH:26]=[C:27]([Cl:28])[C:20]=2[N:19]=1.